This data is from Forward reaction prediction with 1.9M reactions from USPTO patents (1976-2016). The task is: Predict the product of the given reaction. Given the reactants C([Li])CCC.C(NC(C)C)(C)C.[Br:13][C:14]1[CH:15]=[N:16][S:17][CH:18]=1.[C:19](C#N)(=[O:22])[O:20][CH3:21], predict the reaction product. The product is: [Br:13][C:14]1[CH:15]=[N:16][S:17][C:18]=1[C:19]([O:20][CH3:21])=[O:22].